This data is from Full USPTO retrosynthesis dataset with 1.9M reactions from patents (1976-2016). The task is: Predict the reactants needed to synthesize the given product. (1) Given the product [CH2:13]([O:15][C:16]1[N:17]=[C:18]([O:25][CH2:26][CH3:27])[C:19]([CH:28]=[O:29])=[C:20]([O:22][CH2:23][CH3:24])[N:21]=1)[CH3:14], predict the reactants needed to synthesize it. The reactants are: C(NC(C)C)(C)C.C([Li])CCC.[CH2:13]([O:15][C:16]1[N:21]=[C:20]([O:22][CH2:23][CH3:24])[CH:19]=[C:18]([O:25][CH2:26][CH3:27])[N:17]=1)[CH3:14].[CH:28](OC(C)C)=[O:29]. (2) Given the product [Br:1][C:2]1[CH:7]=[CH:6][CH:5]=[CH:4][C:3]=1[CH2:8][O:9][Si:20]([C:16]([CH3:19])([CH3:18])[CH3:17])([CH3:22])[CH3:21], predict the reactants needed to synthesize it. The reactants are: [Br:1][C:2]1[CH:7]=[CH:6][CH:5]=[CH:4][C:3]=1[CH2:8][OH:9].N1C=CN=C1.[Cl-].[C:16]([SiH:20]([CH3:22])[CH3:21])([CH3:19])([CH3:18])[CH3:17].